Predict the reactants needed to synthesize the given product. From a dataset of Full USPTO retrosynthesis dataset with 1.9M reactions from patents (1976-2016). (1) Given the product [CH2:13]([N:20]([C:2]1[C:7]([Cl:8])=[CH:6][C:5]([C:9]([F:12])([F:11])[F:10])=[CH:4][N:3]=1)[S:21]([C:24]1[CH:34]=[CH:33][C:27]([C:28]([O:30][CH2:31][CH3:32])=[O:29])=[CH:26][C:25]=1[Cl:35])(=[O:23])=[O:22])[C:14]1[CH:15]=[CH:16][CH:17]=[CH:18][CH:19]=1, predict the reactants needed to synthesize it. The reactants are: Cl[C:2]1[C:7]([Cl:8])=[CH:6][C:5]([C:9]([F:12])([F:11])[F:10])=[CH:4][N:3]=1.[CH2:13]([NH:20][S:21]([C:24]1[CH:34]=[CH:33][C:27]([C:28]([O:30][CH2:31][CH3:32])=[O:29])=[CH:26][C:25]=1[Cl:35])(=[O:23])=[O:22])[C:14]1[CH:19]=[CH:18][CH:17]=[CH:16][CH:15]=1. (2) Given the product [C@@H:6]1([O:24][C:25]2[C:29]([CH2:30][C:31]3[CH:36]=[CH:35][C:34]([CH2:37][CH2:38][CH2:39][C:40](=[O:42])[N:46]([CH2:56][OH:57])[CH:47]([CH3:52])[CH2:50][OH:51])=[CH:33][CH:32]=3)=[C:28]([CH:43]([CH3:45])[CH3:44])[NH:27][N:26]=2)[O:7][C@H:8]([CH2:19][OH:20])[C@H:9]([OH:15])[C@H:10]([OH:11])[C@H:5]1[OH:4], predict the reactants needed to synthesize it. The reactants are: C([O:4][C@@H:5]1[C@@H:10]([O:11]C(=O)C)[C@@H:9]([O:15]C(=O)C)[C@@H:8]([CH2:19][O:20]C(=O)C)[O:7][C@H:6]1[O:24][C:25]1[C:29]([CH2:30][C:31]2[CH:36]=[CH:35][C:34](/[CH:37]=[CH:38]/[CH2:39][C:40]([OH:42])=O)=[CH:33][CH:32]=2)=[C:28]([CH:43]([CH3:45])[CH3:44])[NH:27][N:26]=1)(=O)C.[NH2:46][C:47]([CH3:52])([CH2:50][OH:51])CO.Cl.NC[C:56](N)=[O:57]. (3) The reactants are: C[O:2][C:3]1[CH:8]=[CH:7][C:6]([CH2:9][CH:10]([C:16]2[O:17][CH:18]=[CH:19][N:20]=2)[CH2:11][C:12]([O:14][CH3:15])=[O:13])=[CH:5][CH:4]=1.B(Br)(Br)Br. Given the product [OH:2][C:3]1[CH:8]=[CH:7][C:6]([CH2:9][CH:10]([C:16]2[O:17][CH:18]=[CH:19][N:20]=2)[CH2:11][C:12]([O:14][CH3:15])=[O:13])=[CH:5][CH:4]=1, predict the reactants needed to synthesize it. (4) Given the product [F:37][C:36]([F:39])([F:38])[C:34]([OH:40])=[O:35].[CH3:1][CH:2]([CH3:33])[CH2:3][C@H:4]([NH:19][C:20]([C@@H:22]1[CH2:25][CH2:24][NH:23]1)=[O:21])/[CH:5]=[CH:6]/[C:7](=[O:18])[NH:8][C:9]1[S:10][C:11]([C:14]([F:17])([F:15])[F:16])=[N:12][N:13]=1, predict the reactants needed to synthesize it. The reactants are: [CH3:1][CH:2]([CH3:33])[CH2:3][C@H:4]([NH:19][C:20]([C@@H:22]1[CH2:25][CH2:24][N:23]1C(OC(C)(C)C)=O)=[O:21])/[CH:5]=[CH:6]/[C:7](=[O:18])[NH:8][C:9]1[S:10][C:11]([C:14]([F:17])([F:16])[F:15])=[N:12][N:13]=1.[C:34]([OH:40])([C:36]([F:39])([F:38])[F:37])=[O:35]. (5) Given the product [C:3]1([C:9]2[N:10]([CH2:25][O:24][CH2:23][CH2:22][Si:21]([CH3:28])([CH3:27])[CH3:20])[CH:11]=[C:12]([C:14]3[CH:15]=[CH:16][N:17]=[CH:18][CH:19]=3)[N:13]=2)[CH:4]=[CH:5][CH:6]=[CH:7][CH:8]=1, predict the reactants needed to synthesize it. The reactants are: [H-].[Na+].[C:3]1([C:9]2[NH:10][CH:11]=[C:12]([C:14]3[CH:19]=[CH:18][N:17]=[CH:16][CH:15]=3)[N:13]=2)[CH:8]=[CH:7][CH:6]=[CH:5][CH:4]=1.[CH3:20][Si:21]([CH3:28])([CH3:27])[CH2:22][CH2:23][O:24][CH2:25]Cl. (6) Given the product [CH3:9][NH:8][C:6](=[O:7])[C:5]1[CH:10]=[CH:11][C:2]([N:12]2[CH2:17][CH2:16][NH:15][CH2:14][CH2:13]2)=[CH:3][CH:4]=1, predict the reactants needed to synthesize it. The reactants are: F[C:2]1[CH:11]=[CH:10][C:5]([C:6]([NH:8][CH3:9])=[O:7])=[CH:4][CH:3]=1.[NH:12]1[CH2:17][CH2:16][NH:15][CH2:14][CH2:13]1. (7) The reactants are: [CH2:1](Br)[CH:2]=[CH2:3].[C:5]([C:7]1[CH:12]=[CH:11][C:10]([NH:13][CH:14]([C:18]2[CH:23]=[C:22]([CH2:24][CH3:25])[C:21]([OH:26])=[C:20]([Br:27])[CH:19]=2)[C:15]([O-:17])=[O:16])=[CH:9][CH:8]=1)#[N:6].[C:28]([O-])([O-])=O.[Cs+].[Cs+].[NH4+].[Cl-]. Given the product [C:5]([C:7]1[CH:12]=[CH:11][C:10]([NH:13][CH:14]([C:18]2[CH:23]=[C:22]([CH2:24][CH3:25])[C:21]([O:26][CH2:1][CH:2]=[CH2:3])=[C:20]([Br:27])[CH:19]=2)[C:15]([O:17][CH3:28])=[O:16])=[CH:9][CH:8]=1)#[N:6], predict the reactants needed to synthesize it.